The task is: Predict the reaction yield, written as a fraction of the theoretical maximum amount of product (1.0 means a 100% yield; for example, 0.34 means a 34% yield).. This data is from Reaction yield outcomes from USPTO patents with 853,638 reactions. (1) The reactants are Br[C:2]1[C:7](=[O:8])[N:6]([CH2:9][C:10]2[CH:15]=[CH:14][C:13]([C:16]3[C:17]([C:22]#[N:23])=[CH:18][CH:19]=[CH:20][CH:21]=3)=[CH:12][CH:11]=2)[C:5]([CH2:24][CH2:25][CH2:26][CH3:27])=[N:4][C:3]=1[CH3:28].[F:29][C:30]1[CH:35]=[CH:34][C:33](B(O)O)=[CH:32][CH:31]=1.C(=O)([O-])[O-].[Cs+].[Cs+]. The catalyst is O1CCOCC1.C(OCC)(=O)C.C1C=CC(P(C2C=CC=CC=2)[C-]2C=CC=C2)=CC=1.C1C=CC(P(C2C=CC=CC=2)[C-]2C=CC=C2)=CC=1.Cl[Pd]Cl.[Fe+2]. The product is [CH2:24]([C:5]1[N:6]([CH2:9][C:10]2[CH:15]=[CH:14][C:13]([C:16]3[C:17]([C:22]#[N:23])=[CH:18][CH:19]=[CH:20][CH:21]=3)=[CH:12][CH:11]=2)[C:7](=[O:8])[C:2]([C:33]2[CH:34]=[CH:35][C:30]([F:29])=[CH:31][CH:32]=2)=[C:3]([CH3:28])[N:4]=1)[CH2:25][CH2:26][CH3:27]. The yield is 0.970. (2) The reactants are [O:1]1[C:5]2[CH:6]=[C:7]([C:10]3([C:13]([OH:15])=[O:14])[CH2:12][CH2:11]3)[CH:8]=[CH:9][C:4]=2[CH:3]=[CH:2]1. The catalyst is CO.O=[Pt]=O. The product is [O:1]1[C:5]2[CH:6]=[C:7]([C:10]3([C:13]([OH:15])=[O:14])[CH2:12][CH2:11]3)[CH:8]=[CH:9][C:4]=2[CH2:3][CH2:2]1. The yield is 0.420.